This data is from NCI-60 drug combinations with 297,098 pairs across 59 cell lines. The task is: Regression. Given two drug SMILES strings and cell line genomic features, predict the synergy score measuring deviation from expected non-interaction effect. (1) Drug 1: CCC1(CC2CC(C3=C(CCN(C2)C1)C4=CC=CC=C4N3)(C5=C(C=C6C(=C5)C78CCN9C7C(C=CC9)(C(C(C8N6C)(C(=O)OC)O)OC(=O)C)CC)OC)C(=O)OC)O. Drug 2: CC1=C(C(=CC=C1)Cl)NC(=O)C2=CN=C(S2)NC3=CC(=NC(=N3)C)N4CCN(CC4)CCO. Cell line: UACC62. Synergy scores: CSS=36.2, Synergy_ZIP=-1.03, Synergy_Bliss=-0.640, Synergy_Loewe=-1.47, Synergy_HSA=1.68. (2) Drug 1: CC12CCC3C(C1CCC2=O)CC(=C)C4=CC(=O)C=CC34C. Cell line: CCRF-CEM. Synergy scores: CSS=94.4, Synergy_ZIP=1.78, Synergy_Bliss=2.30, Synergy_Loewe=-0.0657, Synergy_HSA=1.65. Drug 2: C1CC(C1)(C(=O)O)C(=O)O.[NH2-].[NH2-].[Pt+2]. (3) Drug 1: CC1CCC2CC(C(=CC=CC=CC(CC(C(=O)C(C(C(=CC(C(=O)CC(OC(=O)C3CCCCN3C(=O)C(=O)C1(O2)O)C(C)CC4CCC(C(C4)OC)OCCO)C)C)O)OC)C)C)C)OC. Drug 2: C(CC(=O)O)C(=O)CN.Cl. Cell line: OVCAR-8. Synergy scores: CSS=1.38, Synergy_ZIP=-3.55, Synergy_Bliss=-3.89, Synergy_Loewe=-19.4, Synergy_HSA=-4.43. (4) Drug 1: CN(C)C1=NC(=NC(=N1)N(C)C)N(C)C. Drug 2: C1C(C(OC1N2C=NC(=NC2=O)N)CO)O. Cell line: MDA-MB-231. Synergy scores: CSS=1.47, Synergy_ZIP=2.16, Synergy_Bliss=-6.08, Synergy_Loewe=-16.4, Synergy_HSA=-9.41. (5) Drug 1: CCCS(=O)(=O)NC1=C(C(=C(C=C1)F)C(=O)C2=CNC3=C2C=C(C=N3)C4=CC=C(C=C4)Cl)F. Drug 2: CC=C1C(=O)NC(C(=O)OC2CC(=O)NC(C(=O)NC(CSSCCC=C2)C(=O)N1)C(C)C)C(C)C. Cell line: HCT116. Synergy scores: CSS=7.58, Synergy_ZIP=0.277, Synergy_Bliss=-2.75, Synergy_Loewe=-66.2, Synergy_HSA=-3.94. (6) Drug 1: CC1OCC2C(O1)C(C(C(O2)OC3C4COC(=O)C4C(C5=CC6=C(C=C35)OCO6)C7=CC(=C(C(=C7)OC)O)OC)O)O. Drug 2: CC1=C2C(C(=O)C3(C(CC4C(C3C(C(C2(C)C)(CC1OC(=O)C(C(C5=CC=CC=C5)NC(=O)OC(C)(C)C)O)O)OC(=O)C6=CC=CC=C6)(CO4)OC(=O)C)O)C)O. Cell line: UACC-257. Synergy scores: CSS=10.5, Synergy_ZIP=-9.79, Synergy_Bliss=-6.24, Synergy_Loewe=-22.4, Synergy_HSA=-4.53. (7) Drug 1: C1CN(CCN1C(=O)CCBr)C(=O)CCBr. Drug 2: C(CN)CNCCSP(=O)(O)O. Cell line: ACHN. Synergy scores: CSS=38.0, Synergy_ZIP=-3.40, Synergy_Bliss=-3.31, Synergy_Loewe=-30.2, Synergy_HSA=-5.94. (8) Drug 1: CN1C2=C(C=C(C=C2)N(CCCl)CCCl)N=C1CCCC(=O)O.Cl. Drug 2: CC1C(C(CC(O1)OC2CC(CC3=C2C(=C4C(=C3O)C(=O)C5=C(C4=O)C(=CC=C5)OC)O)(C(=O)CO)O)N)O.Cl. Cell line: SK-OV-3. Synergy scores: CSS=21.1, Synergy_ZIP=-1.40, Synergy_Bliss=-1.67, Synergy_Loewe=-9.71, Synergy_HSA=0.137. (9) Drug 1: CC1C(C(CC(O1)OC2CC(CC3=C2C(=C4C(=C3O)C(=O)C5=C(C4=O)C(=CC=C5)OC)O)(C(=O)CO)O)N)O.Cl. Drug 2: N.N.Cl[Pt+2]Cl. Cell line: HOP-92. Synergy scores: CSS=53.4, Synergy_ZIP=-5.79, Synergy_Bliss=-3.90, Synergy_Loewe=-3.53, Synergy_HSA=-0.567.